From a dataset of Full USPTO retrosynthesis dataset with 1.9M reactions from patents (1976-2016). Predict the reactants needed to synthesize the given product. (1) Given the product [CH2:21]([O:13][C:12]1[C:2]([Cl:1])=[CH:3][C:4]([C:5]([O:7][CH2:8][CH3:9])=[O:6])=[CH:10][C:11]=1[Cl:14])[C:22]1[CH:27]=[CH:26][CH:25]=[CH:24][CH:23]=1, predict the reactants needed to synthesize it. The reactants are: [Cl:1][C:2]1[CH:3]=[C:4]([CH:10]=[C:11]([Cl:14])[C:12]=1[OH:13])[C:5]([O:7][CH2:8][CH3:9])=[O:6].C(=O)([O-])[O-].[K+].[K+].[CH2:21](Cl)[C:22]1[CH:27]=[CH:26][CH:25]=[CH:24][CH:23]=1. (2) Given the product [Cl:1][C:2]1[C:3]([O:9][CH:10]([C:15]([F:18])([F:17])[F:16])[C:11]([F:14])([F:13])[F:12])=[N:4][CH:5]=[C:6]([B:19]2[O:23][C:22]([CH3:25])([CH3:24])[C:21]([CH3:27])([CH3:26])[O:20]2)[CH:7]=1, predict the reactants needed to synthesize it. The reactants are: [Cl:1][C:2]1[C:3]([O:9][CH:10]([C:15]([F:18])([F:17])[F:16])[C:11]([F:14])([F:13])[F:12])=[N:4][CH:5]=[C:6](I)[CH:7]=1.[B:19]1([B:19]2[O:23][C:22]([CH3:25])([CH3:24])[C:21]([CH3:27])([CH3:26])[O:20]2)[O:23][C:22]([CH3:25])([CH3:24])[C:21]([CH3:27])([CH3:26])[O:20]1.C([O-])(=O)C.[K+]. (3) The reactants are: [OH:1][C@H:2]([C@@H:13]([NH:21][C:22](=[O:41])[C@H:23]([CH2:37][C:38](=[O:40])[NH2:39])[NH:24][C:25]([C:27]1[CH:36]=[CH:35][C:34]2[C:29](=[CH:30][CH:31]=[CH:32][CH:33]=2)[N:28]=1)=[O:26])[CH2:14][C:15]1[CH:20]=[CH:19][CH:18]=[CH:17][CH:16]=1)[CH2:3][N:4]([CH2:6][CH:7]1[CH2:12][CH2:11][CH2:10][CH2:9][CH2:8]1)[NH2:5].[CH2:42]([N:49]=[C:50]=[O:51])[C:43]1[CH:48]=[CH:47][CH:46]=[CH:45][CH:44]=1.C(Cl)Cl.CO. Given the product [OH:1][C@H:2]([C@@H:13]([NH:21][C:22](=[O:41])[C@H:23]([CH2:37][C:38](=[O:40])[NH2:39])[NH:24][C:25]([C:27]1[CH:36]=[CH:35][C:34]2[C:29](=[CH:30][CH:31]=[CH:32][CH:33]=2)[N:28]=1)=[O:26])[CH2:14][C:15]1[CH:20]=[CH:19][CH:18]=[CH:17][CH:16]=1)[CH2:3][N:4]([CH2:6][CH:7]1[CH2:8][CH2:9][CH2:10][CH2:11][CH2:12]1)[NH:5][C:50]([NH:49][CH2:42][C:43]1[CH:48]=[CH:47][CH:46]=[CH:45][CH:44]=1)=[O:51], predict the reactants needed to synthesize it. (4) Given the product [ClH:40].[Cl:40][C:39]1[CH:38]=[CH:37][C:36]([NH:41][C:42](=[O:43])[N:20]([C@H:17]2[CH2:16][C@H:15]3[C@:11]([C:5]4[CH:6]=[CH:7][C:8]([O:9][CH3:10])=[C:3]([O:2][CH3:1])[CH:4]=4)([CH2:12][CH2:13][N:14]3[CH3:21])[CH2:19][CH2:18]2)[CH:23]([CH3:25])[CH3:22])=[CH:35][C:34]=1[C:33]([F:44])([F:32])[F:45].[ClH:40], predict the reactants needed to synthesize it. The reactants are: [CH3:1][O:2][C:3]1[CH:4]=[C:5]([C@@:11]23[CH2:19][CH2:18][C@@H:17]([NH2:20])[CH2:16][C@@H:15]2[N:14]([CH3:21])[CH2:13][CH2:12]3)[CH:6]=[CH:7][C:8]=1[O:9][CH3:10].[CH3:22][C:23]([CH3:25])=O.C(O[BH3-])(=O)C.[Na+].[F:32][C:33]([F:45])([F:44])[C:34]1[CH:35]=[C:36]([N:41]=[C:42]=[O:43])[CH:37]=[CH:38][C:39]=1[Cl:40]. (5) Given the product [F:1][C:2]1[CH:3]=[CH:4][C:5]([C:8]#[C:9][C@@H:10]2[CH2:15][CH2:14][C@@H:13]([CH3:16])[NH:12][CH2:11]2)=[N:6][CH:7]=1, predict the reactants needed to synthesize it. The reactants are: [F:1][C:2]1[CH:3]=[CH:4][C:5]([C:8]#[C:9][C@@H:10]2[CH2:15][CH2:14][C@@H:13]([CH3:16])[N:12](CC3C=CC(OC)=CC=3)[CH2:11]2)=[N:6][CH:7]=1.C(N(CC)CC)C.ClC(OC(Cl)C)=O.ClC(OCCCl)=O. (6) Given the product [CH2:7]([O:8][C:9]1[CH:10]=[C:11]2[C:16](=[CH:17][C:18]=1[O:19][CH3:20])[N:15]=[N:14][CH:13]=[C:12]2[C:28]1[CH:29]=[N:30][C:25]([F:24])=[C:26]([CH3:34])[CH:27]=1)[C:6]1[CH:5]=[CH:4][CH:3]=[CH:23][CH:22]=1, predict the reactants needed to synthesize it. The reactants are: CO[C:3]1[CH:23]=[CH:22][C:6]([CH2:7][O:8][C:9]2[CH:10]=[C:11]3[C:16](=[CH:17][C:18]=2[O:19][CH3:20])[N:15]=[N:14][CH:13]=[C:12]3Br)=[CH:5][CH:4]=1.[F:24][C:25]1[N:30]=[CH:29][C:28](B(O)O)=[CH:27][C:26]=1[CH3:34].C(=O)([O-])[O-].[Na+].[Na+].